From a dataset of Full USPTO retrosynthesis dataset with 1.9M reactions from patents (1976-2016). Predict the reactants needed to synthesize the given product. (1) The reactants are: [N:1]1([C:6]2[CH:13]=[CH:12][C:9]([CH:10]=[O:11])=[CH:8][CH:7]=2)[CH:5]=[CH:4][CH:3]=[N:2]1.[Cl:14][C:15]1[CH:20]=[CH:19][C:18]([NH:21][C:22]([CH:24]2[CH2:29][CH2:28][CH2:27][NH:26][CH2:25]2)=[O:23])=[CH:17][CH:16]=1.C([O-])([O-])=O.[K+].[K+].[CH3:36][CH2:37][CH2:38][CH2:39]O. Given the product [N:1]1([C:6]2[CH:13]=[CH:12][C:9]([CH:10]([O:11][CH2:36][CH2:37][CH2:38][CH3:39])[N:26]3[CH2:27][CH2:28][CH2:29][CH:24]([C:22]([NH:21][C:18]4[CH:17]=[CH:16][C:15]([Cl:14])=[CH:20][CH:19]=4)=[O:23])[CH2:25]3)=[CH:8][CH:7]=2)[CH:5]=[CH:4][CH:3]=[N:2]1, predict the reactants needed to synthesize it. (2) Given the product [Br:14][C:15]1[CH:16]=[CH:17][CH:18]=[C:19]2[C:24]=1[N:23]=[C:22]([NH:11][C:10]1[CH:12]=[CH:13][C:7]([N:4]3[CH2:3][CH2:2][O:1][CH2:6][CH2:5]3)=[CH:8][CH:9]=1)[N:21]=[CH:20]2, predict the reactants needed to synthesize it. The reactants are: [O:1]1[CH2:6][CH2:5][N:4]([C:7]2[CH:13]=[CH:12][C:10]([NH2:11])=[CH:9][CH:8]=2)[CH2:3][CH2:2]1.[Br:14][C:15]1[CH:16]=[CH:17][CH:18]=[C:19]2[C:24]=1[N:23]=[C:22](Cl)[N:21]=[CH:20]2.C([O-])([O-])=O.[K+].[K+].